This data is from NCI-60 drug combinations with 297,098 pairs across 59 cell lines. The task is: Regression. Given two drug SMILES strings and cell line genomic features, predict the synergy score measuring deviation from expected non-interaction effect. (1) Drug 1: CC1CCC2CC(C(=CC=CC=CC(CC(C(=O)C(C(C(=CC(C(=O)CC(OC(=O)C3CCCCN3C(=O)C(=O)C1(O2)O)C(C)CC4CCC(C(C4)OC)O)C)C)O)OC)C)C)C)OC. Drug 2: C1=CC=C(C=C1)NC(=O)CCCCCCC(=O)NO. Cell line: U251. Synergy scores: CSS=12.1, Synergy_ZIP=-1.18, Synergy_Bliss=7.09, Synergy_Loewe=1.61, Synergy_HSA=3.95. (2) Drug 1: CC1=C(C=C(C=C1)NC2=NC=CC(=N2)N(C)C3=CC4=NN(C(=C4C=C3)C)C)S(=O)(=O)N.Cl. Drug 2: CC1C(C(CC(O1)OC2CC(CC3=C2C(=C4C(=C3O)C(=O)C5=CC=CC=C5C4=O)O)(C(=O)C)O)N)O. Cell line: CAKI-1. Synergy scores: CSS=51.9, Synergy_ZIP=-1.01, Synergy_Bliss=-0.133, Synergy_Loewe=-1.03, Synergy_HSA=4.60. (3) Drug 1: COC1=C(C=C2C(=C1)N=CN=C2NC3=CC(=C(C=C3)F)Cl)OCCCN4CCOCC4. Drug 2: CC1=C(C(=CC=C1)Cl)NC(=O)C2=CN=C(S2)NC3=CC(=NC(=N3)C)N4CCN(CC4)CCO. Cell line: A498. Synergy scores: CSS=39.9, Synergy_ZIP=-1.09, Synergy_Bliss=5.28, Synergy_Loewe=7.55, Synergy_HSA=7.57. (4) Drug 1: CNC(=O)C1=CC=CC=C1SC2=CC3=C(C=C2)C(=NN3)C=CC4=CC=CC=N4. Drug 2: CC12CCC3C(C1CCC2=O)CC(=C)C4=CC(=O)C=CC34C. Cell line: NCI-H460. Synergy scores: CSS=19.5, Synergy_ZIP=0.937, Synergy_Bliss=0.643, Synergy_Loewe=-4.83, Synergy_HSA=0.455. (5) Drug 1: CCN(CC)CCNC(=O)C1=C(NC(=C1C)C=C2C3=C(C=CC(=C3)F)NC2=O)C. Drug 2: C(=O)(N)NO. Cell line: A498. Synergy scores: CSS=2.05, Synergy_ZIP=0.967, Synergy_Bliss=4.30, Synergy_Loewe=2.40, Synergy_HSA=1.46. (6) Drug 1: COC1=C(C=C2C(=C1)N=CN=C2NC3=CC(=C(C=C3)F)Cl)OCCCN4CCOCC4. Drug 2: COCCOC1=C(C=C2C(=C1)C(=NC=N2)NC3=CC=CC(=C3)C#C)OCCOC.Cl. Cell line: UACC-257. Synergy scores: CSS=16.0, Synergy_ZIP=-2.20, Synergy_Bliss=2.67, Synergy_Loewe=2.59, Synergy_HSA=2.30. (7) Drug 1: CNC(=O)C1=NC=CC(=C1)OC2=CC=C(C=C2)NC(=O)NC3=CC(=C(C=C3)Cl)C(F)(F)F. Drug 2: CN1C2=C(C=C(C=C2)N(CCCl)CCCl)N=C1CCCC(=O)O.Cl. Cell line: K-562. Synergy scores: CSS=-5.91, Synergy_ZIP=4.74, Synergy_Bliss=1.50, Synergy_Loewe=0.804, Synergy_HSA=-5.76. (8) Drug 1: CC(C)CN1C=NC2=C1C3=CC=CC=C3N=C2N. Drug 2: CC1CCCC2(C(O2)CC(NC(=O)CC(C(C(=O)C(C1O)C)(C)C)O)C(=CC3=CSC(=N3)C)C)C. Cell line: RPMI-8226. Synergy scores: CSS=50.7, Synergy_ZIP=0.290, Synergy_Bliss=-0.359, Synergy_Loewe=-16.5, Synergy_HSA=1.43.